From a dataset of Peptide-MHC class II binding affinity with 134,281 pairs from IEDB. Regression. Given a peptide amino acid sequence and an MHC pseudo amino acid sequence, predict their binding affinity value. This is MHC class II binding data. (1) The binding affinity (normalized) is 0.689. The MHC is HLA-DQA10501-DQB10301 with pseudo-sequence HLA-DQA10501-DQB10301. The peptide sequence is INEPTAAAIAYGLVR. (2) The peptide sequence is VPFNVAQAYCIGKLK. The MHC is DRB1_0404 with pseudo-sequence DRB1_0404. The binding affinity (normalized) is 0.431. (3) The peptide sequence is KNTIVIPKGDFLTGP. The MHC is HLA-DQA10104-DQB10503 with pseudo-sequence HLA-DQA10104-DQB10503. The binding affinity (normalized) is 0. (4) The peptide sequence is KYGGTEIKYNGEEYL. The MHC is DRB4_0101 with pseudo-sequence DRB4_0103. The binding affinity (normalized) is 0.